Dataset: Forward reaction prediction with 1.9M reactions from USPTO patents (1976-2016). Task: Predict the product of the given reaction. (1) Given the reactants [CH3:1][O:2][C:3]([N:5]1[C@@H:13]2[C@@H:8]([C@@:9]([OH:23])([C:14]#[C:15][C:16]3[CH:17]=[C:18]([CH3:22])[CH:19]=[CH:20][CH:21]=3)[CH2:10][CH2:11][CH2:12]2)[CH2:7][CH2:6]1)=[O:4].[F:24][C:25]([F:37])([F:36])[C:26]1[CH:27]=[C:28]([CH2:32][C:33](O)=[O:34])[CH:29]=[CH:30][CH:31]=1, predict the reaction product. The product is: [C:18]1([CH3:22])[CH:19]=[CH:20][CH:21]=[C:16]([C:15]#[C:14][C@:9]2([O:23][C:33](=[O:34])[CH2:32][C:28]3[CH:29]=[CH:30][CH:31]=[C:26]([C:25]([F:36])([F:24])[F:37])[CH:27]=3)[CH2:10][CH2:11][CH2:12][C@@H:13]3[C@H:8]2[CH2:7][CH2:6][N:5]3[C:3]([O:2][CH3:1])=[O:4])[CH:17]=1. (2) Given the reactants [OH:1][C:2]1[CH:9]=[C:8]([CH3:10])[C:5]([CH:6]=[O:7])=[C:4]([CH3:11])[CH:3]=1.C([O-])([O-])=O.[K+].[K+].[CH2:18]([O:20]CC)[CH3:19], predict the reaction product. The product is: [OH:20][CH2:18][CH2:19][O:1][C:2]1[CH:3]=[C:4]([CH3:11])[C:5]([CH:6]=[O:7])=[C:8]([CH3:10])[CH:9]=1. (3) Given the reactants [Cl:1][C:2]1[CH:7]=[CH:6][C:5]([N:8]2[C:12]([CH:13]([CH:16]3[CH2:21][CH2:20][CH2:19][CH2:18][CH2:17]3)[CH2:14][OH:15])=[C:11]3[CH2:22][CH2:23][CH2:24][C:10]3=[N:9]2)=[CH:4][CH:3]=1.C(N(CC)CC)C.[S:32](Cl)([CH3:35])(=[O:34])=[O:33], predict the reaction product. The product is: [Cl:1][C:2]1[CH:3]=[CH:4][C:5]([N:8]2[C:12]([CH:13]([CH:16]3[CH2:21][CH2:20][CH2:19][CH2:18][CH2:17]3)[CH2:14][O:15][S:32]([CH3:35])(=[O:34])=[O:33])=[C:11]3[CH2:22][CH2:23][CH2:24][C:10]3=[N:9]2)=[CH:6][CH:7]=1. (4) Given the reactants [CH:1]1(O)[CH2:5][CH2:4][CH:3]=[CH:2]1.[Cl:7][C:8]1[N:16]=[C:15]2[C:11]([NH:12][CH:13]=[N:14]2)=[C:10]([Cl:17])[N:9]=1.C1(P(C2C=CC=CC=2)C2C=CC=CC=2)C=CC=CC=1.N(C(OCC)=O)=NC(OCC)=O, predict the reaction product. The product is: [Cl:7][C:8]1[N:16]=[C:15]2[C:11]([N:12]=[CH:13][N:14]2[CH:1]2[CH2:5][CH2:4][CH:3]=[CH:2]2)=[C:10]([Cl:17])[N:9]=1. (5) Given the reactants [CH2:1]([O:5][CH2:6][CH2:7][O:8][C:9]1[CH:14]=[CH:13][C:12]([C:15]2[CH:16]=[CH:17][C:18]3[N:24]([CH2:25][CH2:26][CH3:27])[CH2:23][CH2:22][C:21]([C:28](O)=[O:29])=[CH:20][C:19]=3[CH:31]=2)=[CH:11][CH:10]=1)[CH2:2][CH2:3][CH3:4].CN(C=O)C.S(Cl)(Cl)=O.[N:41]1[CH:46]=[CH:45][CH:44]=[C:43]([CH2:47][S:48][C:49]2[N:54]=[CH:53][C:52]([NH2:55])=[CH:51][CH:50]=2)[CH:42]=1, predict the reaction product. The product is: [CH2:1]([O:5][CH2:6][CH2:7][O:8][C:9]1[CH:10]=[CH:11][C:12]([C:15]2[CH:16]=[CH:17][C:18]3[N:24]([CH2:25][CH2:26][CH3:27])[CH2:23][CH2:22][C:21]([C:28]([NH:55][C:52]4[CH:53]=[N:54][C:49]([S:48][CH2:47][C:43]5[CH:42]=[N:41][CH:46]=[CH:45][CH:44]=5)=[CH:50][CH:51]=4)=[O:29])=[CH:20][C:19]=3[CH:31]=2)=[CH:13][CH:14]=1)[CH2:2][CH2:3][CH3:4]. (6) Given the reactants I[CH:2]([CH3:4])[CH3:3].[Cl:5][C:6]1[CH:11]=[C:10]([I:12])[CH:9]=[C:8]([Cl:13])[C:7]=1[OH:14].C(=O)([O-])[O-].[K+].[K+], predict the reaction product. The product is: [Cl:5][C:6]1[CH:11]=[C:10]([I:12])[CH:9]=[C:8]([Cl:13])[C:7]=1[O:14][CH:2]([CH3:4])[CH3:3]. (7) Given the reactants [C:1]([O:5][C:6]([N:8]([CH3:20])[CH2:9][C:10]#[C:11][C:12]1[S:13][CH:14]=[C:15]([C:17]([OH:19])=O)[N:16]=1)=[O:7])([CH3:4])([CH3:3])[CH3:2].C(N(C(C)C)CC)(C)C.C[NH3+].F[P-](F)(F)(F)(F)F.N1(OC(N(C)C)=[N+](C)C)C2N=CC=CC=2N=N1.F[P-](F)(F)(F)(F)F.[CH3:63][NH:64][C@H:65]1[C:74]2[C:69](=[CH:70][CH:71]=[CH:72][CH:73]=2)[CH2:68][CH2:67][CH2:66]1, predict the reaction product. The product is: [C:1]([O:5][C:6](=[O:7])[N:8]([CH3:20])[CH2:9][C:10]#[C:11][C:12]1[S:13][CH:14]=[C:15]([C:17](=[O:19])[N:64]([CH3:63])[C@H:65]2[C:74]3[C:69](=[CH:70][CH:71]=[CH:72][CH:73]=3)[CH2:68][CH2:67][CH2:66]2)[N:16]=1)([CH3:2])([CH3:3])[CH3:4]. (8) Given the reactants [C:1]1([C:11]([OH:13])=[O:12])[C:10]2[C:5](=[CH:6][CH:7]=[CH:8][CH:9]=2)[CH:4]=[CH:3][N:2]=1.[N+:14]([O-])([OH:16])=[O:15], predict the reaction product. The product is: [N+:14]([C:6]1[CH:7]=[CH:8][CH:9]=[C:10]2[C:5]=1[CH:4]=[CH:3][N:2]=[C:1]2[C:11]([OH:13])=[O:12])([O-:16])=[O:15]. (9) Given the reactants [F:1][C:2]([F:26])([C:7]1[CH:8]=[CH:9][C:10]2[O:15][CH:14]([C:16]([F:19])([F:18])[F:17])[C:13]([C:20]([O:22]CC)=[O:21])=[CH:12][C:11]=2[CH:25]=1)[C:3]([F:6])([F:5])[F:4].[OH-].[Na+], predict the reaction product. The product is: [F:26][C:2]([F:1])([C:7]1[CH:8]=[CH:9][C:10]2[O:15][CH:14]([C:16]([F:17])([F:18])[F:19])[C:13]([C:20]([OH:22])=[O:21])=[CH:12][C:11]=2[CH:25]=1)[C:3]([F:6])([F:5])[F:4].